Task: Predict the product of the given reaction.. Dataset: Forward reaction prediction with 1.9M reactions from USPTO patents (1976-2016) (1) Given the reactants Br[C:2]1[CH:11]=[CH:10][C:9]2[C:4](=[CH:5][CH:6]=[CH:7][CH:8]=2)[CH:3]=1.[C:12]([CH2:14][C:15]([O:17][CH2:18][CH3:19])=[O:16])#[N:13], predict the reaction product. The product is: [CH:3]1[C:4]2[C:9](=[CH:8][CH:7]=[CH:6][CH:5]=2)[CH:10]=[CH:11][C:2]=1[CH:14]([C:12]#[N:13])[C:15]([O:17][CH2:18][CH3:19])=[O:16]. (2) Given the reactants [C@H:1]12[CH2:7][C@@H:6]([OH:8])[C@H:5]1[CH2:4][NH:3][CH2:2]2.[CH:9]([C:11]1[C:12]([F:23])=[CH:13][N:14]=[C:15]2[C:20]=1[N:19]=[C:18]([O:21][CH3:22])[CH:17]=[CH:16]2)=[CH2:10], predict the reaction product. The product is: [F:23][C:12]1[CH:13]=[N:14][C:15]2[C:20]([C:11]=1[CH2:9][CH2:10][N:3]1[CH2:4][C@H:5]3[C@H:1]([CH2:7][C@H:6]3[OH:8])[CH2:2]1)=[N:19][C:18]([O:21][CH3:22])=[CH:17][CH:16]=2.